From a dataset of Forward reaction prediction with 1.9M reactions from USPTO patents (1976-2016). Predict the product of the given reaction. (1) Given the reactants COC(=O)C(O)=CC(=O)N(CC1C=CC(Cl)=C(Cl)C=1)C.C=O.[CH2:23]([O:25][P:26]([CH2:31][CH2:32][NH2:33])(=[O:30])[O:27][CH2:28][CH3:29])[CH3:24].[Cl:34][C:35]1[CH:36]=[C:37]([CH:51]=[CH:52][C:53]=1[Cl:54])[CH2:38][N:39]([CH3:50])[C:40]([C:42]1[CH2:43]N(C)[C:45](=[O:48])[C:46]=1[OH:47])=[O:41], predict the reaction product. The product is: [CH2:28]([O:27][P:26]([CH2:31][CH2:32][N:33]1[CH2:43][C:42]([C:40](=[O:41])[N:39]([CH2:38][C:37]2[CH:51]=[CH:52][C:53]([Cl:54])=[C:35]([Cl:34])[CH:36]=2)[CH3:50])=[C:46]([OH:47])[C:45]1=[O:48])(=[O:30])[O:25][CH2:23][CH3:24])[CH3:29]. (2) Given the reactants [C:1]([C:4]1[CH:5]=[C:6]([CH:17]=[CH:18][C:19]=1O)[O:7][C:8]1[CH:13]=[CH:12][C:11]([N+:14]([O-:16])=[O:15])=[CH:10][CH:9]=1)([OH:3])=[O:2].O[C:22]1C=CC(O)=CC=1C(O)=O.C([O-])([O-])=O.[K+].[K+].S([O:43][CH3:44])(OC)(=O)=O, predict the reaction product. The product is: [CH3:22][O:3][C:1]([C:4]1[CH:5]=[C:6]([CH:17]=[CH:18][C:19]=1[O:43][CH3:44])[O:7][C:8]1[CH:13]=[CH:12][C:11]([N+:14]([O-:16])=[O:15])=[CH:10][CH:9]=1)=[O:2]. (3) Given the reactants CC1(C)CCCC(C)(C)N1.CCCCCC.C([Li])CCC.[F:22][C:23]([F:34])([F:33])[C:24]1[N:32]=[CH:31][CH:30]=[CH:29][C:25]=1[C:26]([OH:28])=[O:27].[Cl:35]C(Cl)(Cl)C(Cl)(Cl)Cl, predict the reaction product. The product is: [Cl:35][C:29]1[C:25]([C:26]([OH:28])=[O:27])=[C:24]([C:23]([F:33])([F:22])[F:34])[N:32]=[CH:31][CH:30]=1. (4) Given the reactants [Cl:1][C:2]1[C:3]([CH3:34])=[C:4]([N:8]([S:24]([C:27]2[CH:32]=[CH:31][C:30]([CH3:33])=[CH:29][CH:28]=2)(=[O:26])=[O:25])[CH2:9][C:10]([NH:12][CH2:13][C:14]2[CH:23]=[CH:22][C:17]([C:18]([O:20]C)=[O:19])=[CH:16][CH:15]=2)=[O:11])[CH:5]=[CH:6][CH:7]=1.[OH-].[Na+].Cl, predict the reaction product. The product is: [Cl:1][C:2]1[C:3]([CH3:34])=[C:4]([N:8]([S:24]([C:27]2[CH:32]=[CH:31][C:30]([CH3:33])=[CH:29][CH:28]=2)(=[O:25])=[O:26])[CH2:9][C:10]([NH:12][CH2:13][C:14]2[CH:23]=[CH:22][C:17]([C:18]([OH:20])=[O:19])=[CH:16][CH:15]=2)=[O:11])[CH:5]=[CH:6][CH:7]=1. (5) Given the reactants [Cl:1][C:2]1[CH:10]=[CH:9][C:5]([CH2:6][C:7]#[N:8])=[CH:4][CH:3]=1.CC(C)([O-])C.[K+].F[C:18]1[CH:23]=[CH:22][C:21]([N+:24]([O-:26])=[O:25])=[CH:20][CH:19]=1.Cl, predict the reaction product. The product is: [Cl:1][C:2]1[CH:10]=[CH:9][C:5]([CH:6]([C:18]2[CH:23]=[CH:22][C:21]([N+:24]([O-:26])=[O:25])=[CH:20][CH:19]=2)[C:7]#[N:8])=[CH:4][CH:3]=1. (6) Given the reactants Cl.[CH3:2][CH:3]([O:5][C:6]1[CH:13]=[CH:12][C:11]([C:14]2[O:18][N:17]=[C:16]([C:19]3[C:29]4[O:28][CH2:27][CH2:26][NH:25][CH2:24][C:23]=4[CH:22]=[CH:21][CH:20]=3)[N:15]=2)=[CH:10][C:7]=1[C:8]#[N:9])[CH3:4].C(N(CC)C(C)C)(C)C.Br[CH2:40][CH2:41][C:42]([O:44][CH2:45][CH3:46])=[O:43], predict the reaction product. The product is: [C:8]([C:7]1[CH:10]=[C:11]([C:14]2[O:18][N:17]=[C:16]([C:19]3[C:29]4[O:28][CH2:27][CH2:26][N:25]([CH2:40][CH2:41][C:42]([O:44][CH2:45][CH3:46])=[O:43])[CH2:24][C:23]=4[CH:22]=[CH:21][CH:20]=3)[N:15]=2)[CH:12]=[CH:13][C:6]=1[O:5][CH:3]([CH3:2])[CH3:4])#[N:9].